From a dataset of Reaction yield outcomes from USPTO patents with 853,638 reactions. Predict the reaction yield, written as a fraction of the theoretical maximum amount of product (1.0 means a 100% yield; for example, 0.34 means a 34% yield). (1) The reactants are [Br:1][C:2]1[CH:3]=[N:4][CH:5]=[C:6]([CH:9]=1)[CH:7]=O.Cl.[CH3:11][NH:12][CH3:13].[BH-](OC(C)=O)(OC(C)=O)OC(C)=O.[Na+]. The yield is 0.926. The product is [Br:1][C:2]1[CH:9]=[C:6]([CH2:7][N:12]([CH3:13])[CH3:11])[CH:5]=[N:4][CH:3]=1. The catalyst is ClCCCl.C(Cl)Cl.C([O-])(O)=O.[Na+]. (2) The reactants are [C:1](=[C:4]1[CH2:9][CH2:8][C:7]([CH2:11][OH:12])([CH3:10])[CH:6]=[CH:5]1)([CH3:3])[CH3:2]. The catalyst is [Pd].C(O)(C)C. The product is [CH:1]([C:4]1[CH2:9][CH2:8][C:7]([CH2:11][OH:12])([CH3:10])[CH2:6][CH:5]=1)([CH3:3])[CH3:2]. The yield is 0.730.